Dataset: Reaction yield outcomes from USPTO patents with 853,638 reactions. Task: Predict the reaction yield, written as a fraction of the theoretical maximum amount of product (1.0 means a 100% yield; for example, 0.34 means a 34% yield). The reactants are [CH3:1][C:2]1[N:7]=[C:6](Cl)[CH:5]=[C:4]([Cl:9])[N:3]=1.CCN(C(C)C)C(C)C.[NH2:19][C:20]1[CH:25]=[CH:24][CH:23]=[CH:22][CH:21]=1. The catalyst is O1CCOCC1. The product is [Cl:9][C:4]1[N:3]=[C:2]([CH3:1])[N:7]=[C:6]([NH:19][C:20]2[CH:25]=[CH:24][CH:23]=[CH:22][CH:21]=2)[CH:5]=1. The yield is 0.645.